From a dataset of NCI-60 drug combinations with 297,098 pairs across 59 cell lines. Regression. Given two drug SMILES strings and cell line genomic features, predict the synergy score measuring deviation from expected non-interaction effect. (1) Drug 1: CC(CN1CC(=O)NC(=O)C1)N2CC(=O)NC(=O)C2. Drug 2: C(=O)(N)NO. Cell line: HL-60(TB). Synergy scores: CSS=76.8, Synergy_ZIP=4.78, Synergy_Bliss=8.71, Synergy_Loewe=-6.85, Synergy_HSA=10.0. (2) Drug 1: CCC1=C2CN3C(=CC4=C(C3=O)COC(=O)C4(CC)O)C2=NC5=C1C=C(C=C5)O. Drug 2: C1=NNC2=C1C(=O)NC=N2. Cell line: PC-3. Synergy scores: CSS=9.26, Synergy_ZIP=-4.83, Synergy_Bliss=-0.918, Synergy_Loewe=-15.3, Synergy_HSA=-2.07. (3) Drug 1: CC12CCC3C(C1CCC2O)C(CC4=C3C=CC(=C4)O)CCCCCCCCCS(=O)CCCC(C(F)(F)F)(F)F. Drug 2: CNC(=O)C1=NC=CC(=C1)OC2=CC=C(C=C2)NC(=O)NC3=CC(=C(C=C3)Cl)C(F)(F)F. Cell line: OVCAR-4. Synergy scores: CSS=-3.11, Synergy_ZIP=1.40, Synergy_Bliss=-0.957, Synergy_Loewe=-2.98, Synergy_HSA=-4.02. (4) Drug 1: CS(=O)(=O)C1=CC(=C(C=C1)C(=O)NC2=CC(=C(C=C2)Cl)C3=CC=CC=N3)Cl. Drug 2: C1=NC2=C(N=C(N=C2N1C3C(C(C(O3)CO)O)F)Cl)N. Cell line: SK-MEL-28. Synergy scores: CSS=20.2, Synergy_ZIP=5.31, Synergy_Bliss=5.99, Synergy_Loewe=-26.8, Synergy_HSA=0.611. (5) Drug 1: C1=NC2=C(N=C(N=C2N1C3C(C(C(O3)CO)O)F)Cl)N. Drug 2: C1C(C(OC1N2C=NC3=C2NC=NCC3O)CO)O. Cell line: DU-145. Synergy scores: CSS=7.60, Synergy_ZIP=0.0633, Synergy_Bliss=1.23, Synergy_Loewe=3.65, Synergy_HSA=3.65. (6) Drug 1: CN1CCC(CC1)COC2=C(C=C3C(=C2)N=CN=C3NC4=C(C=C(C=C4)Br)F)OC. Drug 2: C(CC(=O)O)C(=O)CN.Cl. Cell line: SN12C. Synergy scores: CSS=3.75, Synergy_ZIP=-6.99, Synergy_Bliss=-9.76, Synergy_Loewe=-11.6, Synergy_HSA=-8.29. (7) Drug 1: C1=CC(=CC=C1CCC2=CNC3=C2C(=O)NC(=N3)N)C(=O)NC(CCC(=O)O)C(=O)O. Drug 2: CC1OCC2C(O1)C(C(C(O2)OC3C4COC(=O)C4C(C5=CC6=C(C=C35)OCO6)C7=CC(=C(C(=C7)OC)O)OC)O)O. Cell line: K-562. Synergy scores: CSS=69.5, Synergy_ZIP=4.94, Synergy_Bliss=5.90, Synergy_Loewe=12.1, Synergy_HSA=14.1. (8) Drug 1: CC(C1=C(C=CC(=C1Cl)F)Cl)OC2=C(N=CC(=C2)C3=CN(N=C3)C4CCNCC4)N. Drug 2: C1CN(CCN1C(=O)CCBr)C(=O)CCBr. Cell line: TK-10. Synergy scores: CSS=5.82, Synergy_ZIP=1.01, Synergy_Bliss=6.93, Synergy_Loewe=3.33, Synergy_HSA=3.89. (9) Drug 1: C#CCC(CC1=CN=C2C(=N1)C(=NC(=N2)N)N)C3=CC=C(C=C3)C(=O)NC(CCC(=O)O)C(=O)O. Drug 2: CC1CCCC2(C(O2)CC(NC(=O)CC(C(C(=O)C(C1O)C)(C)C)O)C(=CC3=CSC(=N3)C)C)C. Cell line: A498. Synergy scores: CSS=28.6, Synergy_ZIP=0.647, Synergy_Bliss=-0.983, Synergy_Loewe=-1.70, Synergy_HSA=-1.63.